This data is from Full USPTO retrosynthesis dataset with 1.9M reactions from patents (1976-2016). The task is: Predict the reactants needed to synthesize the given product. (1) Given the product [F:20][C:14]1[CH:15]=[C:16]([F:19])[CH:17]=[CH:18][C:13]=1[C:11]1[O:1][N:2]=[C:3]([C:4]2[CH:5]=[N:6][CH:7]=[CH:8][CH:9]=2)[CH:12]=1, predict the reactants needed to synthesize it. The reactants are: [OH:1][N:2]=[C:3](Cl)[C:4]1[CH:9]=[CH:8][CH:7]=[N:6][CH:5]=1.[C:11]([C:13]1[CH:18]=[CH:17][C:16]([F:19])=[CH:15][C:14]=1[F:20])#[CH:12].N. (2) Given the product [O:28]=[C:25]1[C:26]2[C:22](=[CH:21][CH:20]=[C:19]([NH:18][C:13]3[N:12]=[C:11]([C:7]4[CH:6]=[C:5]([NH:4][C:1](=[O:3])[CH3:2])[CH:10]=[CH:9][CH:8]=4)[CH:16]=[N:15][CH:14]=3)[CH:27]=2)[CH2:23][O:24]1, predict the reactants needed to synthesize it. The reactants are: [C:1]([NH:4][C:5]1[CH:6]=[C:7]([C:11]2[CH:16]=[N:15][CH:14]=[C:13](Cl)[N:12]=2)[CH:8]=[CH:9][CH:10]=1)(=[O:3])[CH3:2].[NH2:18][C:19]1[CH:27]=[C:26]2[C:22]([CH2:23][O:24][C:25]2=[O:28])=[CH:21][CH:20]=1.C1C=CC(P(C2C(C3C(P(C4C=CC=CC=4)C4C=CC=CC=4)=CC=C4C=3C=CC=C4)=C3C(C=CC=C3)=CC=2)C2C=CC=CC=2)=CC=1.CC(C)([O-])C.[Na+]. (3) Given the product [C:11]([NH:10][NH:9][C:3]1[CH:4]=[CH:5][C:6]([Cl:8])=[CH:7][C:2]=1[Cl:1])(=[O:13])[CH3:12], predict the reactants needed to synthesize it. The reactants are: [Cl:1][C:2]1[CH:7]=[C:6]([Cl:8])[CH:5]=[CH:4][C:3]=1[NH:9][NH2:10].[C:11](OC(=O)C)(=[O:13])[CH3:12]. (4) Given the product [Cl:18][C:19]1[C:24]([O:12][CH2:14][CH2:17][O:8][C:4]2[CH:5]=[CH:6][CH:7]=[C:2]([Br:1])[CH:3]=2)=[N:23][CH:22]=[CH:21][N:20]=1, predict the reactants needed to synthesize it. The reactants are: [Br:1][C:2]1[CH:3]=[C:4]([OH:8])[CH:5]=[CH:6][CH:7]=1.C1OC1.[O:12]([C:14]([CH3:17])(C)C)[K].[Cl:18][C:19]1[C:24](Cl)=[N:23][CH:22]=[CH:21][N:20]=1. (5) Given the product [CH2:2]([O:9][C:10]1[CH:19]=[CH:18][CH:17]=[C:16]2[C:11]=1[CH2:12][CH2:13][CH2:14][CH:15]2[C:20]([N:22]([C:29]1[CH:30]=[N:31][C:32]([CH:35]([CH3:37])[CH3:36])=[CH:33][CH:34]=1)[CH2:23][C:24]1[CH:25]=[N:26][N:27]([CH2:40][CH2:41][N:42]2[CH2:47][CH2:46][CH2:45][CH2:44][CH2:43]2)[CH:28]=1)=[O:21])[C:3]1[CH:8]=[CH:7][CH:6]=[CH:5][CH:4]=1, predict the reactants needed to synthesize it. The reactants are: Cl.[CH2:2]([O:9][C:10]1[CH:19]=[CH:18][CH:17]=[C:16]2[C:11]=1[CH2:12][CH2:13][CH2:14][CH:15]2[C:20]([N:22]([C:29]1[CH:30]=[N:31][C:32]([CH:35]([CH3:37])[CH3:36])=[CH:33][CH:34]=1)[CH2:23][C:24]1[CH:25]=[N:26][NH:27][CH:28]=1)=[O:21])[C:3]1[CH:8]=[CH:7][CH:6]=[CH:5][CH:4]=1.Cl.Cl[CH2:40][CH2:41][N:42]1[CH2:47][CH2:46][CH2:45][CH2:44][CH2:43]1. (6) Given the product [Br:15][C:16]1[CH:24]=[CH:23][C:19]([C:20]([N:12]2[CH2:11][CH2:10][N:9]([C:3]3[C:2]([CH3:1])=[CH:7][C:6]([CH3:8])=[CH:5][N:4]=3)[CH2:14][CH2:13]2)=[O:21])=[C:18]([F:25])[CH:17]=1, predict the reactants needed to synthesize it. The reactants are: [CH3:1][C:2]1[C:3]([N:9]2[CH2:14][CH2:13][NH:12][CH2:11][CH2:10]2)=[N:4][CH:5]=[C:6]([CH3:8])[CH:7]=1.[Br:15][C:16]1[CH:24]=[CH:23][C:19]([C:20](Cl)=[O:21])=[C:18]([F:25])[CH:17]=1.[OH-].[Na+].O. (7) Given the product [NH2:45][C:36](=[O:38])[CH2:35][C:34]1[C:29]([CH2:28][CH2:27][C:25]2[C:24]([C:39]([F:41])([F:40])[F:42])=[CH:23][N:22]=[C:21]([NH:20][C:17]3[CH:18]=[CH:19][C:14]([CH:11]4[CH2:10][CH2:9][N:8]([C:6]([O:5][C:1]([CH3:3])([CH3:4])[CH3:2])=[O:7])[CH2:13][CH2:12]4)=[CH:15][CH:16]=3)[N:26]=2)=[N:30][CH:31]=[N:32][CH:33]=1, predict the reactants needed to synthesize it. The reactants are: [C:1]([O:5][C:6]([N:8]1[CH2:13][CH2:12][CH:11]([C:14]2[CH:19]=[CH:18][C:17]([NH:20][C:21]3[N:26]=[C:25]([CH2:27][CH2:28][C:29]4[C:34]([CH2:35][C:36]([O-:38])=O)=[CH:33][N:32]=[CH:31][N:30]=4)[C:24]([C:39]([F:42])([F:41])[F:40])=[CH:23][N:22]=3)=[CH:16][CH:15]=2)[CH2:10][CH2:9]1)=[O:7])([CH3:4])([CH3:3])[CH3:2].[Li+].O[N:45]1C2C=CC=CC=2N=N1.CCN=C=NCCCN(C)C.Cl.C(N(CC)C(C)C)(C)C.C(=O)([O-])[O-].[NH4+].[NH4+]. (8) Given the product [Br:7][C:8]1[CH:9]=[CH:10][C:11]([N+:16]([O-:18])=[O:17])=[C:12]([S:14]([CH3:15])=[O:21])[CH:13]=1, predict the reactants needed to synthesize it. The reactants are: I([O-])(=O)(=O)=O.[Na+].[Br:7][C:8]1[CH:9]=[CH:10][C:11]([N+:16]([O-:18])=[O:17])=[C:12]([S:14][CH3:15])[CH:13]=1.CO.[O:21]1CCCC1.